From a dataset of Peptide-MHC class I binding affinity with 185,985 pairs from IEDB/IMGT. Regression. Given a peptide amino acid sequence and an MHC pseudo amino acid sequence, predict their binding affinity value. This is MHC class I binding data. The peptide sequence is SCHDGKAWLH. The MHC is HLA-A03:01 with pseudo-sequence HLA-A03:01. The binding affinity (normalized) is 0.